Task: Regression. Given a peptide amino acid sequence and an MHC pseudo amino acid sequence, predict their binding affinity value. This is MHC class I binding data.. Dataset: Peptide-MHC class I binding affinity with 185,985 pairs from IEDB/IMGT (1) The peptide sequence is SLLNATDIAV. The MHC is HLA-A68:02 with pseudo-sequence HLA-A68:02. The binding affinity (normalized) is 0.124. (2) The peptide sequence is ERYFRINSL. The MHC is Patr-B1301 with pseudo-sequence Patr-B1301. The binding affinity (normalized) is 0.164.